Dataset: Reaction yield outcomes from USPTO patents with 853,638 reactions. Task: Predict the reaction yield, written as a fraction of the theoretical maximum amount of product (1.0 means a 100% yield; for example, 0.34 means a 34% yield). The reactants are [CH3:1][O:2][C:3]([C:5]1([C:10](O)=[O:11])[CH2:9][CH2:8][CH2:7][CH2:6]1)=[O:4].C(N(CC)CC)C.ClC(OCC(C)C)=O. The catalyst is C1COCC1. The product is [CH3:1][O:2][C:3]([C:5]1([CH2:10][OH:11])[CH2:6][CH2:7][CH2:8][CH2:9]1)=[O:4]. The yield is 0.470.